Dataset: Peptide-MHC class I binding affinity with 185,985 pairs from IEDB/IMGT. Task: Regression. Given a peptide amino acid sequence and an MHC pseudo amino acid sequence, predict their binding affinity value. This is MHC class I binding data. (1) The peptide sequence is ITMVNSLTY. The MHC is SLA-10401 with pseudo-sequence SLA-10401. The binding affinity (normalized) is 0.429. (2) The peptide sequence is VPVWKEATTTL. The MHC is HLA-A29:02 with pseudo-sequence HLA-A29:02. The binding affinity (normalized) is 0.